This data is from Full USPTO retrosynthesis dataset with 1.9M reactions from patents (1976-2016). The task is: Predict the reactants needed to synthesize the given product. Given the product [OH:33][CH:18]([C:15]1[CH:16]=[CH:17][C:10]2[CH:9]=[CH:8][C:5]3=[N:6][CH:7]=[C:2]([C:38]4[CH:37]=[N:36][N:35]([CH3:34])[CH:39]=4)[CH:3]=[C:4]3[C:12](=[O:13])[C:11]=2[CH:14]=1)[CH2:19][N:20]1[CH2:21][CH2:22][N:23]([C:26]([O:28][C:29]([CH3:30])([CH3:32])[CH3:31])=[O:27])[CH2:24][CH2:25]1, predict the reactants needed to synthesize it. The reactants are: Cl[C:2]1[CH:3]=[C:4]2[C:12](=[O:13])[C:11]3[CH:14]=[C:15]([CH:18]([OH:33])[CH2:19][N:20]4[CH2:25][CH2:24][N:23]([C:26]([O:28][C:29]([CH3:32])([CH3:31])[CH3:30])=[O:27])[CH2:22][CH2:21]4)[CH:16]=[CH:17][C:10]=3[CH:9]=[CH:8][C:5]2=[N:6][CH:7]=1.[CH3:34][N:35]1[CH:39]=[C:38](B2OC(C)(C)C(C)(C)O2)[CH:37]=[N:36]1.[F-].[K+].